Task: Predict the reaction yield, written as a fraction of the theoretical maximum amount of product (1.0 means a 100% yield; for example, 0.34 means a 34% yield).. Dataset: Reaction yield outcomes from USPTO patents with 853,638 reactions (1) The reactants are C(O[C:6]([N:8]1[CH2:13][CH2:12][N:11]([C:14]2[C:19]([N+:20]([O-:22])=[O:21])=[CH:18][CH:17]=[CH:16][C:15]=2[Cl:23])[CH2:10][CH2:9]1)=O)(C)(C)C.FC(F)(F)C(O)=O.[C:31]([O:35][C:36]([N:38]1[CH2:43][CH2:42][C:41]2[N:44]([CH2:57][CH2:58]C=O)[N:45]=[C:46]([C:47]3[CH:52]=[CH:51][C:50]([C:53]([F:56])([F:55])[F:54])=[CH:49][CH:48]=3)[C:40]=2[CH2:39]1)=[O:37])([CH3:34])([CH3:33])[CH3:32].C(O)(=O)C.[BH-](OC(C)=O)(OC(C)=O)OC(C)=O.[Na+].C([O-])(O)=O.[Na+]. The catalyst is C(Cl)Cl. The product is [C:31]([O:35][C:36]([N:38]1[CH2:43][CH2:42][C:41]2[N:44]([CH2:57][CH2:58][CH2:6][N:8]3[CH2:9][CH2:10][N:11]([C:14]4[C:19]([N+:20]([O-:22])=[O:21])=[CH:18][CH:17]=[CH:16][C:15]=4[Cl:23])[CH2:12][CH2:13]3)[N:45]=[C:46]([C:47]3[CH:48]=[CH:49][C:50]([C:53]([F:55])([F:56])[F:54])=[CH:51][CH:52]=3)[C:40]=2[CH2:39]1)=[O:37])([CH3:34])([CH3:32])[CH3:33]. The yield is 0.920. (2) The reactants are C[O:2][C:3]([C:5]1[C:13]2[S:12][C:11]([NH:14][C:15]([NH:17][CH2:18][CH3:19])=[O:16])=[N:10][C:9]=2[CH:8]=[C:7]([C:20]2[CH:21]=[N:22][CH:23]=[CH:24][CH:25]=2)[CH:6]=1)=O.[CH2:26]([NH2:28])[CH3:27]. No catalyst specified. The product is [CH2:26]([NH:28][C:3]([C:5]1[C:13]2[S:12][C:11]([NH:14][C:15]([NH:17][CH2:18][CH3:19])=[O:16])=[N:10][C:9]=2[CH:8]=[C:7]([C:20]2[CH:21]=[N:22][CH:23]=[CH:24][CH:25]=2)[CH:6]=1)=[O:2])[CH3:27]. The yield is 0.0500. (3) The reactants are [CH3:1][O:2][C:3]1[CH:10]=[CH:9][C:6]([CH:7]=O)=[CH:5][CH:4]=1.[C:11]([O:22][Si:23]([CH3:27])([CH3:26])[CH2:24][CH3:25])(=[O:21])[CH2:12][C:13]([O:15][Si:16]([CH3:20])([CH3:19])[CH2:17][CH3:18])=[O:14].N1CCCCC1.C(O)(=O)C. The catalyst is C1(C)C=CC=CC=1.O. The product is [CH3:1][O:2][C:3]1[CH:10]=[CH:9][C:6]([CH:7]=[C:12]([C:11]([O:22][Si:23]([CH3:27])([CH3:26])[CH2:24][CH3:25])=[O:21])[C:13]([O:15][Si:16]([CH3:19])([CH3:20])[CH2:17][CH3:18])=[O:14])=[CH:5][CH:4]=1. The yield is 0.710. (4) The product is [C:24]([N:21]1[C:22]2[C:18](=[CH:17][CH:16]=[C:15]([N:14]([CH:11]3[CH2:12][CH2:13][N:8]([CH2:1][C:2]4[CH:3]=[CH:4][CH:5]=[CH:6][CH:7]=4)[CH2:9][CH2:10]3)[C:45]([C@@H:43]3[CH2:44][C@H:42]3[C:36]3[CH:41]=[CH:40][CH:39]=[CH:38][CH:37]=3)=[O:46])[CH:23]=2)[CH2:19][CH2:20]1)(=[O:26])[CH3:25]. The catalyst is C(#N)C. The reactants are [CH2:1]([N:8]1[CH2:13][CH2:12][CH:11]([NH:14][C:15]2[CH:23]=[C:22]3[C:18]([CH2:19][CH2:20][N:21]3[C:24](=[O:26])[CH3:25])=[CH:17][CH:16]=2)[CH2:10][CH2:9]1)[C:2]1[CH:7]=[CH:6][CH:5]=[CH:4][CH:3]=1.C(N(C(C)C)CC)(C)C.[C:36]1([C@@H:42]2[CH2:44][C@H:43]2[C:45](Cl)=[O:46])[CH:41]=[CH:40][CH:39]=[CH:38][CH:37]=1. The yield is 0.610. (5) The reactants are [F:1][C:2]([F:15])([O:6][C:7]1[CH:8]=[C:9]([CH:12]=[CH:13][CH:14]=1)[CH:10]=O)[CH:3]([F:5])[F:4].Cl.[NH2:17][OH:18].[OH-].[Na+].Cl. The catalyst is C(O)C.O. The product is [F:1][C:2]([F:15])([O:6][C:7]1[CH:8]=[C:9]([CH:12]=[CH:13][CH:14]=1)[CH:10]=[N:17][OH:18])[CH:3]([F:5])[F:4]. The yield is 0.980. (6) The reactants are [O:1]=[C:2]1[CH2:10][C:9]2[C:4](=[CH:5][C:6]([C:11]([C:13]3[CH:14]=[C:15]([NH:19][C:20]([C:22]4[S:23][CH:24]=[CH:25][C:26]=4[CH3:27])=[O:21])[CH:16]=[CH:17][CH:18]=3)=[O:12])=[CH:7][CH:8]=2)[NH:3]1.[CH:28](OCC)=[O:29].[O-]CC.[Na+].Cl. The catalyst is C(O)C. The product is [OH:29][CH:28]=[C:10]1[C:9]2[C:4](=[CH:5][C:6]([C:11]([C:13]3[CH:14]=[C:15]([NH:19][C:20]([C:22]4[S:23][CH:24]=[CH:25][C:26]=4[CH3:27])=[O:21])[CH:16]=[CH:17][CH:18]=3)=[O:12])=[CH:7][CH:8]=2)[NH:3][C:2]1=[O:1]. The yield is 0.670. (7) The reactants are O[CH2:2][C@H:3]([NH:10][C:11]([C:13]1[CH:17]=[C:16]([CH3:18])[N:15]([CH2:19][C:20]2[CH:25]=[CH:24][C:23]([CH3:26])=[CH:22][CH:21]=2)[N:14]=1)=[O:12])[C:4]1[CH:9]=[CH:8][CH:7]=[CH:6][CH:5]=1.[OH-].C(NS([N+](CC)(CC)CC)(=O)=O)(OC)=O. The catalyst is C1COCC1.O. The product is [CH3:18][C:16]1[N:15]([CH2:19][C:20]2[CH:21]=[CH:22][C:23]([CH3:26])=[CH:24][CH:25]=2)[N:14]=[C:13]([C:11]2[O:12][CH2:2][CH:3]([C:4]3[CH:9]=[CH:8][CH:7]=[CH:6][CH:5]=3)[N:10]=2)[CH:17]=1. The yield is 0.690. (8) The reactants are [OH:1][CH:2]([CH2:7][CH:8]([CH3:10])[CH3:9])[C:3]([O:5]C)=[O:4].[Cl:11][C:12]1[CH:13]=[C:14]([OH:19])[CH:15]=[CH:16][C:17]=1[Cl:18].[NH2:20][C:21]1[S:22][CH:23]=[CH:24][N:25]=1. The catalyst is C1COCC1. The product is [Cl:11][C:12]1[CH:13]=[C:14]([CH:15]=[CH:16][C:17]=1[Cl:18])[O:1][CH:2]([CH2:7][CH:8]([CH3:10])[CH3:9])[C:3]([OH:5])=[O:4].[Cl:11][C:12]1[CH:13]=[C:14]([CH:15]=[CH:16][C:17]=1[Cl:18])[O:19][CH:2]([CH2:7][CH:8]([CH3:10])[CH3:9])[C:3]([NH:20][C:21]1[S:22][CH:23]=[CH:24][N:25]=1)=[O:5]. The yield is 0.460. (9) The reactants are [H-].[Al+3].[Li+].[H-].[H-].[H-].[CH2:7]([C:9]1[C:21]([C:22](OCC)=[O:23])=[C:12]2[C:13]3[CH:19]=[C:18]([CH3:20])[O:17][C:14]=3[CH:15]=[CH:16][N:11]2[N:10]=1)[CH3:8].O.O.O.O.O.O.O.O.O.O.S([O-])([O-])(=O)=O.[Na+].[Na+]. The catalyst is O1CCCC1. The product is [CH2:7]([C:9]1[C:21]([CH2:22][OH:23])=[C:12]2[C:13]3[CH:19]=[C:18]([CH3:20])[O:17][C:14]=3[CH:15]=[CH:16][N:11]2[N:10]=1)[CH3:8]. The yield is 0.990.